This data is from Full USPTO retrosynthesis dataset with 1.9M reactions from patents (1976-2016). The task is: Predict the reactants needed to synthesize the given product. (1) Given the product [CH2:16]([C:5]1([CH2:14][CH2:2][CH2:3][CH3:4])[C:4]2[CH:3]=[C:2]([I:1])[CH:14]=[CH:13][C:12]=2[C:11]2[C:6]1=[CH:7][CH:8]=[CH:9][CH:10]=2)[CH2:17][CH2:18][CH3:19], predict the reactants needed to synthesize it. The reactants are: [I:1][C:2]1[CH:14]=[CH:13][C:12]2[C:11]3[C:6](=[CH:7][CH:8]=[CH:9][CH:10]=3)[CH2:5][C:4]=2[CH:3]=1.I[CH2:16][CH2:17][CH2:18][CH3:19]. (2) Given the product [F:8][C:4]1[CH:5]=[CH:6][CH:7]=[C:2]([F:1])[C:3]=1[NH:9][C:10]([C:12]1[CH:16]=[CH:15][N:14]([CH2:17][C:18]2[CH:23]=[CH:22][CH:21]=[CH:20][C:19]=2[O:24][CH2:32][CH:33]([CH3:35])[CH3:34])[N:13]=1)=[O:11], predict the reactants needed to synthesize it. The reactants are: [F:1][C:2]1[CH:7]=[CH:6][CH:5]=[C:4]([F:8])[C:3]=1[NH:9][C:10]([C:12]1[CH:16]=[CH:15][N:14]([CH2:17][C:18]2[CH:23]=[CH:22][CH:21]=[CH:20][C:19]=2[OH:24])[N:13]=1)=[O:11].C(=O)([O-])[O-].[K+].[K+].Br[CH2:32][CH:33]([CH3:35])[CH3:34]. (3) The reactants are: [CH2:1]([O:8][C@@H:9]1[O:18][C@H:17]2[C@@H:12]([O:13][C@H](C3C=CC=CC=3)[O:15][CH2:16]2)[C@H:11]([O:25][C@H:26]([CH3:39])[C:27](=[O:38])[NH:28][C@@H:29]([CH3:37])[CH2:30][C:31]2[CH:36]=[CH:35][CH:34]=[CH:33][CH:32]=2)[C@H:10]1[NH:40]C(=O)OC(C)(C)C)[C:2]1[CH:7]=[CH:6][CH:5]=[CH:4][CH:3]=1.C1(C)C=CC(S(O)(=O)=O)=CC=1.C(N(CC)CC)C. Given the product [NH2:40][C@@H:10]1[C@@H:11]([O:25][C@H:26]([CH3:39])[C:27]([NH:28][C@@H:29]([CH3:37])[CH2:30][C:31]2[CH:36]=[CH:35][CH:34]=[CH:33][CH:32]=2)=[O:38])[C@H:12]([OH:13])[C@@H:17]([CH2:16][OH:15])[O:18][C@H:9]1[O:8][CH2:1][C:2]1[CH:3]=[CH:4][CH:5]=[CH:6][CH:7]=1, predict the reactants needed to synthesize it. (4) The reactants are: [CH3:1][N:2]1[CH:6]=[C:5]([C:7]2[N:19]3[C:10]([C:11]4[CH:12]=[C:13]([C:28]5[CH:33]=[CH:32][CH:31]=[CH:30][CH:29]=5)[C:14]([C:20]5[CH:27]=[CH:26][C:23]([CH:24]=O)=[CH:22][CH:21]=5)=[N:15][C:16]=4[CH:17]=[CH:18]3)=[N:9][N:8]=2)[N:4]=[CH:3]1.Cl.Cl.[NH:36]1[CH2:41][CH2:40][CH:39]([C:42]2[N:46]=[C:45]([C:47]3[CH:52]=[CH:51][CH:50]=[CH:49][N:48]=3)[NH:44][N:43]=2)[CH2:38][CH2:37]1.C(N(CC)CC)C.C(O)(=O)C.C(O[BH-](OC(=O)C)OC(=O)C)(=O)C.[Na+]. Given the product [CH3:1][N:2]1[CH:6]=[C:5]([C:7]2[N:19]3[C:10]([C:11]4[CH:12]=[C:13]([C:28]5[CH:33]=[CH:32][CH:31]=[CH:30][CH:29]=5)[C:14]([C:20]5[CH:27]=[CH:26][C:23]([CH2:24][N:36]6[CH2:41][CH2:40][CH:39]([C:42]7[NH:46][C:45]([C:47]8[CH:52]=[CH:51][CH:50]=[CH:49][N:48]=8)=[N:44][N:43]=7)[CH2:38][CH2:37]6)=[CH:22][CH:21]=5)=[N:15][C:16]=4[CH:17]=[CH:18]3)=[N:9][N:8]=2)[N:4]=[CH:3]1, predict the reactants needed to synthesize it.